From a dataset of Full USPTO retrosynthesis dataset with 1.9M reactions from patents (1976-2016). Predict the reactants needed to synthesize the given product. (1) Given the product [OH:32][C:29]1[CH:28]=[CH:27][C:26]([CH2:25][CH2:24][NH:23][C:19]2[N:18]=[C:17]([C:13]3[CH:12]=[C:11]([CH:16]=[CH:15][CH:14]=3)[CH2:10][N:5]([S:6]([CH3:9])(=[O:8])=[O:7])[CH2:4][CH2:3][CH2:2][NH:1][C:33](=[O:40])[C:34]3[CH:39]=[CH:38][CH:37]=[CH:36][CH:35]=3)[CH:22]=[CH:21][N:20]=2)=[CH:31][CH:30]=1, predict the reactants needed to synthesize it. The reactants are: [NH2:1][CH2:2][CH2:3][CH2:4][N:5]([CH2:10][C:11]1[CH:16]=[CH:15][CH:14]=[C:13]([C:17]2[CH:22]=[CH:21][N:20]=[C:19]([NH:23][CH2:24][CH2:25][C:26]3[CH:31]=[CH:30][C:29]([OH:32])=[CH:28][CH:27]=3)[N:18]=2)[CH:12]=1)[S:6]([CH3:9])(=[O:8])=[O:7].[C:33](O)(=[O:40])[C:34]1[CH:39]=[CH:38][CH:37]=[CH:36][CH:35]=1. (2) Given the product [N+:1]([C:4]1[CH:11]=[CH:10][C:7](/[CH:8]=[C:14]2\[CH2:13][NH:12][CH2:17]/[C:16](=[CH:8]\[C:7]3[CH:10]=[CH:11][C:4]([N+:1]([O-:3])=[O:2])=[CH:5][CH:6]=3)/[C:15]\2=[O:18])=[CH:6][CH:5]=1)([O-:3])=[O:2], predict the reactants needed to synthesize it. The reactants are: [N+:1]([C:4]1[CH:11]=[CH:10][C:7]([CH:8]=O)=[CH:6][CH:5]=1)([O-:3])=[O:2].[NH:12]1[CH2:17][CH2:16][C:15](=[O:18])[CH2:14][CH2:13]1.Cl.S(=O)(=O)(O)O. (3) Given the product [CH2:9]([S:11][C:5]1[CH:6]=[CH:7][C:2]([NH2:1])=[N:3][CH:4]=1)[CH3:10], predict the reactants needed to synthesize it. The reactants are: [NH2:1][C:2]1[CH:7]=[CH:6][C:5](I)=[CH:4][N:3]=1.[CH2:9]([S-:11])[CH3:10].[Na+].C(O)CO. (4) The reactants are: [CH3:1][C:2]1[N:3]=[CH:4][C:5]([C:8]([O:10][CH2:11][CH3:12])=[O:9])=[N:6][CH:7]=1.C(OOC(=O)C1C=CC=CC=1)(=O)C1C=CC=CC=1.[Br:31]N1C(=O)CCC1=O. Given the product [Br:31][CH2:1][C:2]1[N:3]=[CH:4][C:5]([C:8]([O:10][CH2:11][CH3:12])=[O:9])=[N:6][CH:7]=1, predict the reactants needed to synthesize it.